Dataset: Peptide-MHC class II binding affinity with 134,281 pairs from IEDB. Task: Regression. Given a peptide amino acid sequence and an MHC pseudo amino acid sequence, predict their binding affinity value. This is MHC class II binding data. (1) The peptide sequence is ITDTTIGTGDDCISI. The MHC is DRB1_0401 with pseudo-sequence DRB1_0401. The binding affinity (normalized) is 0.332. (2) The peptide sequence is KLCLMKAQPTSWPLQ. The MHC is DRB1_0404 with pseudo-sequence DRB1_0404. The binding affinity (normalized) is 0.837. (3) The peptide sequence is VTSAPDTRPAP. The MHC is DRB1_0405 with pseudo-sequence DRB1_0405. The binding affinity (normalized) is 0. (4) The peptide sequence is MKNLVWNDELAYVAQ. The MHC is DRB1_0901 with pseudo-sequence DRB1_0901. The binding affinity (normalized) is 0.254.